Dataset: Full USPTO retrosynthesis dataset with 1.9M reactions from patents (1976-2016). Task: Predict the reactants needed to synthesize the given product. (1) Given the product [C:20]([C:10]1[CH:9]=[C:8]([NH:7][C:5]([NH:26][C:27]2[C:36]3[C:31](=[CH:32][CH:33]=[CH:34][CH:35]=3)[C:30]([O:37][CH2:38][C:39]3[CH:44]=[CH:43][N:42]=[CH:41][CH:40]=3)=[CH:29][CH:28]=2)=[O:6])[N:12]([C:13]2[CH:14]=[CH:15][C:16]([CH3:19])=[N:17][CH:18]=2)[N:11]=1)([CH3:21])([CH3:22])[CH3:23], predict the reactants needed to synthesize it. The reactants are: ClC(Cl)(Cl)CO[C:5]([NH:7][C:8]1[N:12]([C:13]2[CH:14]=[CH:15][C:16]([CH3:19])=[N:17][CH:18]=2)[N:11]=[C:10]([C:20]([CH3:23])([CH3:22])[CH3:21])[CH:9]=1)=[O:6].[NH2:26][C:27]1[C:36]2[C:31](=[CH:32][CH:33]=[CH:34][CH:35]=2)[C:30]([O:37][CH2:38][C:39]2[CH:44]=[CH:43][N:42]=[CH:41][CH:40]=2)=[CH:29][CH:28]=1.C(N(C(C)C)CC)(C)C.CS(C)=O. (2) Given the product [CH3:7][N:8]([CH3:9])/[CH:4]=[CH:2]/[C:1]([C:4]1[N:8]2[CH:9]=[CH:10][C:11]([CH:13]3[CH2:14][CH2:15][N:16]([C:19]([O:21][CH2:22][C:23]4[CH:28]=[CH:27][CH:26]=[CH:25][CH:24]=4)=[O:20])[CH2:17][CH2:18]3)=[CH:12][C:7]2=[N:6][C:5]=1[C:29]1[CH:30]=[CH:31][C:32]([F:35])=[CH:33][CH:34]=1)=[O:3], predict the reactants needed to synthesize it. The reactants are: [C:1]([C:4]1[N:8]2[CH:9]=[CH:10][C:11]([CH:13]3[CH2:18][CH2:17][N:16]([C:19]([O:21][CH2:22][C:23]4[CH:28]=[CH:27][CH:26]=[CH:25][CH:24]=4)=[O:20])[CH2:15][CH2:14]3)=[CH:12][C:7]2=[N:6][C:5]=1[C:29]1[CH:34]=[CH:33][C:32]([F:35])=[CH:31][CH:30]=1)(=[O:3])[CH3:2]. (3) Given the product [O:1]=[S:2]1(=[O:13])[CH2:6][CH2:5][C:4]2[CH:7]=[CH:8][C:9]([CH2:11][NH2:12])=[CH:10][C:3]1=2, predict the reactants needed to synthesize it. The reactants are: [O:1]=[S:2]1(=[O:13])[CH:6]=[CH:5][C:4]2[CH:7]=[CH:8][C:9]([C:11]#[N:12])=[CH:10][C:3]1=2.OCC1(OC[C@@H](O)[C@@H](O)[C@H]1O)O. (4) Given the product [NH2:7][CH:8]1[CH2:13][CH2:12][CH2:11][N:10]([C:14]([C:16]2[CH:36]=[CH:35][C:19]3[N:20]([CH3:34])[C:21]([C:23]4[N:31]([CH2:32][CH3:33])[C:26]5=[N:27][CH:28]=[CH:29][CH:30]=[C:25]5[CH:24]=4)=[N:22][C:18]=3[CH:17]=2)=[O:15])[CH2:9]1, predict the reactants needed to synthesize it. The reactants are: C(OC(=O)[NH:7][CH:8]1[CH2:13][CH2:12][CH2:11][N:10]([C:14]([C:16]2[CH:36]=[CH:35][C:19]3[N:20]([CH3:34])[C:21]([C:23]4[N:31]([CH2:32][CH3:33])[C:26]5=[N:27][CH:28]=[CH:29][CH:30]=[C:25]5[CH:24]=4)=[N:22][C:18]=3[CH:17]=2)=[O:15])[CH2:9]1)(C)(C)C.C(O)(C(F)(F)F)=O. (5) Given the product [OH:1][C@H:2]1[C@@H:6]([OH:7])[C@H:5]([CH2:8][OH:9])[O:4][C@H:3]1[N:10]1[CH:18]=[N:17][C:16]2[C:11]1=[N:12][C:13]([N:25]1[CH:29]=[C:28]([CH2:30][CH2:31][C:32]([O:34][CH2:35][CH3:36])=[O:33])[CH:27]=[N:26]1)=[N:14][C:15]=2[NH:19][CH:20]1[CH2:24][CH2:23][CH2:22][CH2:21]1, predict the reactants needed to synthesize it. The reactants are: [OH:1][C@H:2]1[C@@H:6]([OH:7])[C@H:5]([CH2:8][OH:9])[O:4][C@H:3]1[N:10]1[CH:18]=[N:17][C:16]2[C:11]1=[N:12][C:13]([N:25]1[CH:29]=[C:28](/[CH:30]=[CH:31]/[C:32]([O:34][CH2:35][CH3:36])=[O:33])[CH:27]=[N:26]1)=[N:14][C:15]=2[NH:19][CH:20]1[CH2:24][CH2:23][CH2:22][CH2:21]1. (6) Given the product [F:11][C:12]([F:28])([F:29])[C:13]1[CH:14]=[CH:15][C:16]([C:19]2[C:20]([C:25]([NH:1][CH:2]3[CH2:7][CH2:6][CH:5]([C:8]([OH:10])=[O:9])[CH2:4][CH2:3]3)=[O:26])=[CH:21][CH:22]=[CH:23][CH:24]=2)=[CH:17][CH:18]=1, predict the reactants needed to synthesize it. The reactants are: [NH2:1][CH:2]1[CH2:7][CH2:6][CH:5]([C:8]([OH:10])=[O:9])[CH2:4][CH2:3]1.[F:11][C:12]([F:29])([F:28])[C:13]1[CH:18]=[CH:17][C:16]([C:19]2[C:20]([C:25](O)=[O:26])=[CH:21][CH:22]=[CH:23][CH:24]=2)=[CH:15][CH:14]=1.Cl.